This data is from Reaction yield outcomes from USPTO patents with 853,638 reactions. The task is: Predict the reaction yield, written as a fraction of the theoretical maximum amount of product (1.0 means a 100% yield; for example, 0.34 means a 34% yield). (1) The reactants are [OH-].[NH4+].Cl.Cl.[F:5][C:6]1[CH:7]=[CH:8][C:9]2[N:10]([C:12]([C:15]3[N:23]=[C:22]4[C:18]([NH:19][C:20](=[O:30])[N:21]4[C@H:24]([CH3:29])[CH2:25][C:26](O)=[O:27])=[CH:17][N:16]=3)=[CH:13][N:14]=2)[CH:11]=1.Cl.C[N:33](C)CCCN=C=NCC.O.ON1C2C=CC=CC=2N=N1. The catalyst is CN(C)C=O.O. The product is [F:5][C:6]1[CH:7]=[CH:8][C:9]2[N:10]([C:12]([C:15]3[N:23]=[C:22]4[C:18]([NH:19][C:20](=[O:30])[N:21]4[C@H:24]([CH3:29])[CH2:25][C:26]([NH2:33])=[O:27])=[CH:17][N:16]=3)=[CH:13][N:14]=2)[CH:11]=1. The yield is 0.450. (2) The reactants are Cl[C:2]1[N:11]=[CH:10][C:9]2[N:8]([CH2:12][CH:13]3[CH2:15][CH2:14]3)[C:7](=[O:16])[C:6]3([CH3:21])[CH2:17][O:18][CH2:19][CH2:20][N:5]3[C:4]=2[N:3]=1.O1CCOCC1.[CH3:28][NH:29][C:30]([NH:32][C:33]1[CH:38]=[CH:37][C:36](B2OC(C)(C)C(C)(C)O2)=[CH:35][CH:34]=1)=[O:31].C([O-])(O)=O.[Na+]. The catalyst is O.C1C=CC(P(C2C=CC=CC=2)[C-]2C=CC=C2)=CC=1.C1C=CC(P(C2C=CC=CC=2)[C-]2C=CC=C2)=CC=1.Cl[Pd]Cl.[Fe+2].O.C(#N)C.CC(O)=O. The product is [CH:13]1([CH2:12][N:8]2[C:7](=[O:16])[C:6]3([CH3:21])[CH2:17][O:18][CH2:19][CH2:20][N:5]3[C:4]3[N:3]=[C:2]([C:36]4[CH:35]=[CH:34][C:33]([NH:32][C:30]([NH:29][CH3:28])=[O:31])=[CH:38][CH:37]=4)[N:11]=[CH:10][C:9]2=3)[CH2:15][CH2:14]1. The yield is 0.448. (3) The reactants are [CH3:1][NH:2][CH2:3][CH2:4][C:5]#[C:6][C:7]1[CH:12]=[CH:11][CH:10]=[CH:9][N:8]=1.[F:13][C:14]([F:25])([F:24])[C:15]1[CH:23]=[CH:22][CH:21]=[CH:20][C:16]=1[C:17](Cl)=[O:18]. No catalyst specified. The product is [CH3:1][N:2]([CH2:3][CH2:4][C:5]#[C:6][C:7]1[CH:12]=[CH:11][CH:10]=[CH:9][N:8]=1)[C:17](=[O:18])[C:16]1[CH:20]=[CH:21][CH:22]=[CH:23][C:15]=1[C:14]([F:13])([F:24])[F:25]. The yield is 0.610. (4) The reactants are [Br:1][CH:2]([C:6]1[CH:11]=[CH:10][C:9]([C:12]([CH3:15])([CH3:14])[CH3:13])=[CH:8][CH:7]=1)[C:3]([OH:5])=O.O=S(Cl)Cl.[CH:20]1([CH2:26][O:27][C:28]2[CH:33]=[CH:32][C:31]([NH2:34])=[CH:30][CH:29]=2)[CH2:25][CH2:24][CH2:23][CH2:22][CH2:21]1.C(N(C(C)C)C(C)C)C. The catalyst is C1(C)C=CC=CC=1. The product is [Br:1][CH:2]([C:6]1[CH:11]=[CH:10][C:9]([C:12]([CH3:15])([CH3:14])[CH3:13])=[CH:8][CH:7]=1)[C:3]([NH:34][C:31]1[CH:30]=[CH:29][C:28]([O:27][CH2:26][CH:20]2[CH2:21][CH2:22][CH2:23][CH2:24][CH2:25]2)=[CH:33][CH:32]=1)=[O:5]. The yield is 0.590. (5) The reactants are [NH2:1][C:2]1[CH:7]=[CH:6][CH:5]=[CH:4][CH:3]=1.Cl[C:9]1[CH:10]=[C:11]([C:15]2[CH:24]=[CH:23][C:22]3[C:17](=[CH:18][CH:19]=[CH:20][CH:21]=3)[N:16]=2)[CH:12]=[CH:13][CH:14]=1.CC(C)([O-])C.[Na+]. The catalyst is C1C=CC(/C=C/C(/C=C/C2C=CC=CC=2)=O)=CC=1.C1C=CC(/C=C/C(/C=C/C2C=CC=CC=2)=O)=CC=1.C1C=CC(/C=C/C(/C=C/C2C=CC=CC=2)=O)=CC=1.[Pd].[Pd].C1(C)C=CC=CC=1. The product is [C:2]1([NH:1][C:13]2[CH:14]=[CH:9][CH:10]=[C:11]([C:15]3[CH:24]=[CH:23][C:22]4[C:17](=[CH:18][CH:19]=[CH:20][CH:21]=4)[N:16]=3)[CH:12]=2)[CH:7]=[CH:6][CH:5]=[CH:4][CH:3]=1. The yield is 0.462. (6) The reactants are [NH2:1][C:2]1[N:3]=[CH:4][C:5]([C:16]2[CH:21]=[CH:20][N:19]=[C:18]([C:22]([O:24]C)=[O:23])[CH:17]=2)=[N:6][C:7]=1[N:8]1[CH2:14][CH2:13][CH2:12][N:11]([CH3:15])[CH2:10][CH2:9]1.O.[OH-].[Li+]. The catalyst is C1COCC1.O. The product is [NH2:1][C:2]1[N:3]=[CH:4][C:5]([C:16]2[CH:21]=[CH:20][N:19]=[C:18]([C:22]([OH:24])=[O:23])[CH:17]=2)=[N:6][C:7]=1[N:8]1[CH2:14][CH2:13][CH2:12][N:11]([CH3:15])[CH2:10][CH2:9]1. The yield is 0.840.